From a dataset of Full USPTO retrosynthesis dataset with 1.9M reactions from patents (1976-2016). Predict the reactants needed to synthesize the given product. (1) Given the product [CH:1]1(/[CH:6]=[N:14]/[S@@:12]([C:8]([CH3:11])([CH3:10])[CH3:9])=[O:13])[CH2:5][CH2:4][CH2:3][CH2:2]1, predict the reactants needed to synthesize it. The reactants are: [CH:1]1([CH:6]=O)[CH2:5][CH2:4][CH2:3][CH2:2]1.[C:8]([S@:12]([NH-:14])=[O:13])([CH3:11])([CH3:10])[CH3:9]. (2) Given the product [Br:25][C:26]1[C:31]([NH:32][C:2]2[C:11]3[C:6](=[CH:7][C:8]([O:14][CH2:15][CH2:16][CH2:17][N:18]4[CH2:23][CH2:22][N:21]([CH3:24])[CH2:20][CH2:19]4)=[C:9]([O:12][CH3:13])[CH:10]=3)[N:5]=[CH:4][N:3]=2)=[C:30]2[O:33][CH2:34][O:35][C:29]2=[CH:28][CH:27]=1, predict the reactants needed to synthesize it. The reactants are: Cl[C:2]1[C:11]2[C:6](=[CH:7][C:8]([O:14][CH2:15][CH2:16][CH2:17][N:18]3[CH2:23][CH2:22][N:21]([CH3:24])[CH2:20][CH2:19]3)=[C:9]([O:12][CH3:13])[CH:10]=2)[N:5]=[CH:4][N:3]=1.[Br:25][C:26]1[C:31]([NH2:32])=[C:30]2[O:33][CH2:34][O:35][C:29]2=[CH:28][CH:27]=1. (3) Given the product [CH:34]1([NH:39][C:2]2[CH:3]=[C:4]([CH:25]=[CH:26][N:27]=2)[C:5]([NH:7][C:8]2[S:9][C:10]3[C:16]([N:17]4[CH2:22][CH2:21][O:20][CH2:19][CH2:18]4)=[CH:15][CH:14]=[C:13]([O:23][CH3:24])[C:11]=3[N:12]=2)=[O:6])[CH2:38][CH2:37][CH2:36][CH2:35]1, predict the reactants needed to synthesize it. The reactants are: Br[C:2]1[CH:3]=[C:4]([CH:25]=[CH:26][N:27]=1)[C:5]([NH:7][C:8]1[S:9][C:10]2[C:16]([N:17]3[CH2:22][CH2:21][O:20][CH2:19][CH2:18]3)=[CH:15][CH:14]=[C:13]([O:23][CH3:24])[C:11]=2[N:12]=1)=[O:6].C(=O)([O-])[O-].[Cs+].[Cs+].[CH:34]1([NH2:39])[CH2:38][CH2:37][CH2:36][CH2:35]1. (4) Given the product [Cl:1][C:2]1[C:19]([C:20]2([C:23]#[N:24])[CH2:22][CH2:21]2)=[CH:18][CH:17]=[CH:16][C:3]=1[C:4]([NH:6][C:7]1[CH:12]=[C:11]([O:13][C:26]2[CH:31]=[CH:30][C:29]([N+:32]([O-:34])=[O:33])=[CH:28][N:27]=2)[C:10]([F:14])=[CH:9][C:8]=1[F:15])=[O:5], predict the reactants needed to synthesize it. The reactants are: [Cl:1][C:2]1[C:19]([C:20]2([C:23]#[N:24])[CH2:22][CH2:21]2)=[CH:18][CH:17]=[CH:16][C:3]=1[C:4]([NH:6][C:7]1[CH:12]=[C:11]([OH:13])[C:10]([F:14])=[CH:9][C:8]=1[F:15])=[O:5].Cl[C:26]1[CH:31]=[CH:30][C:29]([N+:32]([O-:34])=[O:33])=[CH:28][N:27]=1.C(=O)([O-])[O-].[K+].[K+].O. (5) Given the product [CH3:15][C:16]([CH3:22])([C:19](=[O:21])[CH:20]=[CH:7][C:4]1[CH:3]=[CH:2][N:1]=[CH:6][CH:5]=1)[C:17]#[N:18], predict the reactants needed to synthesize it. The reactants are: [N:1]1[CH:6]=[CH:5][C:4]([CH:7]=O)=[CH:3][CH:2]=1.N1C=CC=CC=1.[CH3:15][C:16]([CH3:22])([C:19](=[O:21])[CH3:20])[C:17]#[N:18].C(NCC)C. (6) Given the product [Br:17][CH2:1][C:2]1[CH:7]=[CH:6][CH:5]=[CH:4][C:3]=1[N:8]1[C:12]([C:13]([O:15][CH3:16])=[O:14])=[CH:11][CH:10]=[N:9]1, predict the reactants needed to synthesize it. The reactants are: [CH3:1][C:2]1[CH:7]=[CH:6][CH:5]=[CH:4][C:3]=1[N:8]1[C:12]([C:13]([O:15][CH3:16])=[O:14])=[CH:11][CH:10]=[N:9]1.[Br:17]N1C(=O)CCC1=O.CC(N=NC(C#N)(C)C)(C#N)C. (7) Given the product [Cl:12][C:13]1[C:14]([CH3:22])=[CH:15][C:16]2[O:7][N:8]=[C:9]([NH2:24])[C:10]=2[CH:20]=1, predict the reactants needed to synthesize it. The reactants are: C([O-])(C)(C)C.[K+].[OH:7][NH:8][C:9](=O)[CH3:10].[Cl:12][C:13]1[C:14]([CH3:22])=[CH:15][C:16](F)=C([CH:20]=1)C#N.C[N:24](C=O)C. (8) Given the product [ClH:1].[Cl:24][C:21]1[CH:22]=[C:23]2[C:18](=[C:19]([Cl:25])[CH:20]=1)[CH2:17][N:16]([CH3:26])[CH2:15][C@H:14]2[C:9]1[CH:10]=[CH:11][CH:12]=[CH:13][C:8]=1[N:7]1[CH2:2][CH2:3][CH2:4][C:5]1=[O:6], predict the reactants needed to synthesize it. The reactants are: [Cl:1][CH2:2][CH2:3][CH2:4][C:5]([NH:7][C:8]1[CH:13]=[CH:12][CH:11]=[CH:10][C:9]=1[C@H:14]1[C:23]2[C:18](=[C:19]([Cl:25])[CH:20]=[C:21]([Cl:24])[CH:22]=2)[CH2:17][N:16]([CH3:26])[CH2:15]1)=[O:6].CS(C)=O.C(=O)([O-])[O-].[K+].[K+]. (9) Given the product [CH3:5][C:6]1[CH:12]=[C:11]([CH3:13])[CH:10]=[CH:9][C:7]=1[NH:8][CH2:14][CH:15]([CH3:17])[CH3:16], predict the reactants needed to synthesize it. The reactants are: C([O-])=O.[NH4+].[CH3:5][C:6]1[CH:12]=[C:11]([CH3:13])[CH:10]=[CH:9][C:7]=1[NH2:8].[CH:14](=O)[CH:15]([CH3:17])[CH3:16].